From a dataset of Peptide-MHC class I binding affinity with 185,985 pairs from IEDB/IMGT. Regression. Given a peptide amino acid sequence and an MHC pseudo amino acid sequence, predict their binding affinity value. This is MHC class I binding data. (1) The peptide sequence is RRQDILDLWIY. The MHC is HLA-A24:02 with pseudo-sequence HLA-A24:02. The binding affinity (normalized) is 0.00628. (2) The peptide sequence is FLHSGTAKS. The MHC is HLA-A69:01 with pseudo-sequence HLA-A69:01. The binding affinity (normalized) is 0.0847. (3) The peptide sequence is VFTSAVLLL. The MHC is HLA-A02:01 with pseudo-sequence HLA-A02:01. The binding affinity (normalized) is 0.358. (4) The peptide sequence is YPKCDLVEL. The MHC is HLA-B27:05 with pseudo-sequence HLA-B27:05. The binding affinity (normalized) is 0.0847. (5) The peptide sequence is NNVINYSAL. The MHC is H-2-Db with pseudo-sequence H-2-Db. The binding affinity (normalized) is 0.614.